This data is from Catalyst prediction with 721,799 reactions and 888 catalyst types from USPTO. The task is: Predict which catalyst facilitates the given reaction. (1) Reactant: Cl.[NH2:2][C@@H:3]1[CH2:7][N:6]([C:8]([O:10][C:11]([CH3:14])([CH3:13])[CH3:12])=[O:9])[CH2:5][C@H:4]1[C:15]([O:17][CH2:18][CH3:19])=[O:16].CCN(C(C)C)C(C)C.Cl[C:30]([O:32][CH2:33][C:34]1[CH:39]=[CH:38][CH:37]=[CH:36][CH:35]=1)=[O:31]. Product: [CH2:18]([O:17][C:15]([C@H:4]1[C@H:3]([NH:2][C:30]([O:32][CH2:33][C:34]2[CH:39]=[CH:38][CH:37]=[CH:36][CH:35]=2)=[O:31])[CH2:7][N:6]([C:8]([O:10][C:11]([CH3:14])([CH3:13])[CH3:12])=[O:9])[CH2:5]1)=[O:16])[CH3:19]. The catalyst class is: 18. (2) Reactant: [NH:1]1[C:9]2[C:4](=[CH:5][C:6]([C:10](OC)=[O:11])=[CH:7][CH:8]=2)[CH:3]=[N:2]1.[H-].C([Al+]CC(C)C)C(C)C.[O-]S([O-])(=O)=O.[Na+].[Na+]. Product: [NH:1]1[C:9]2[C:4](=[CH:5][C:6]([CH2:10][OH:11])=[CH:7][CH:8]=2)[CH:3]=[N:2]1. The catalyst class is: 11. (3) Reactant: O.ON1C2C=CC=CC=2N=N1.[C:12]([C:15]1[N:16]=[C:17]([CH:23]2[CH2:31][C:30]3[C:25](=[CH:26][CH:27]=[CH:28][CH:29]=3)[N:24]2[C:32]([O:34][C:35]([CH3:38])([CH3:37])[CH3:36])=[O:33])[NH:18][C:19]=1[CH2:20][CH2:21][CH3:22])(O)=[O:13].Cl.[CH3:40][O:41][C:42](=[O:45])[CH2:43][NH2:44].Cl.C(C(NCCCN(C)C)=N)C.CN1CCOCC1. Product: [CH3:40][O:41][C:42](=[O:45])[CH2:43][NH:44][C:12]([C:15]1[N:16]=[C:17]([CH:23]2[CH2:31][C:30]3[C:25](=[CH:26][CH:27]=[CH:28][CH:29]=3)[N:24]2[C:32]([O:34][C:35]([CH3:36])([CH3:38])[CH3:37])=[O:33])[NH:18][C:19]=1[CH2:20][CH2:21][CH3:22])=[O:13]. The catalyst class is: 168. (4) Reactant: [Cl-].O[NH3+:3].[C:4](=[O:7])([O-])[OH:5].[Na+].CS(C)=O.[CH3:13][C:14]1[N:18]=[C:17]([C@H:19]2[CH2:24][CH2:23][C@H:22]([N:25]3[C:30](=[O:31])[C:29]([CH2:32][C:33]4[CH:38]=[CH:37][C:36]([C:39]5[C:40]([C:45]#[N:46])=[CH:41][CH:42]=[CH:43][CH:44]=5)=[CH:35][CH:34]=4)=[C:28]([CH2:47][CH2:48][CH3:49])[N:27]4[N:50]=[CH:51][N:52]=[C:26]34)[CH2:21][CH2:20]2)[O:16][N:15]=1. Product: [CH3:13][C:14]1[N:18]=[C:17]([C@H:19]2[CH2:20][CH2:21][C@H:22]([N:25]3[C:30](=[O:31])[C:29]([CH2:32][C:33]4[CH:38]=[CH:37][C:36]([C:39]5[CH:44]=[CH:43][CH:42]=[CH:41][C:40]=5[C:45]5[NH:3][C:4](=[O:7])[O:5][N:46]=5)=[CH:35][CH:34]=4)=[C:28]([CH2:47][CH2:48][CH3:49])[N:27]4[N:50]=[CH:51][N:52]=[C:26]34)[CH2:23][CH2:24]2)[O:16][N:15]=1. The catalyst class is: 13. (5) Reactant: [OH:1][C@H:2]([CH2:28][CH:29]([CH3:31])[CH3:30])[C:3]([N:5]1[CH2:10][CH2:9][N:8]([C:11]2[C:20]3[C:15](=[CH:16][CH:17]=[CH:18][CH:19]=3)[N:14]=[C:13]([C:21]3[CH:26]=[CH:25][CH:24]=[CH:23][C:22]=3[OH:27])[N:12]=2)[CH2:7][CH2:6]1)=[O:4].CCOCC.[ClH:37]. Product: [ClH:37].[OH:1][C@H:2]([CH2:28][CH:29]([CH3:31])[CH3:30])[C:3]([N:5]1[CH2:10][CH2:9][N:8]([C:11]2[C:20]3[C:15](=[CH:16][CH:17]=[CH:18][CH:19]=3)[N:14]=[C:13]([C:21]3[CH:26]=[CH:25][CH:24]=[CH:23][C:22]=3[OH:27])[N:12]=2)[CH2:7][CH2:6]1)=[O:4]. The catalyst class is: 2. (6) Reactant: CCCCCC.[CH3:7][CH:8]([CH2:11][CH2:12][CH2:13][C:14]([CH3:17])([OH:16])[CH3:15])[CH2:9]O.[CH2:18]([O:25]COC[C@@H](C)COS(C1C=CC(C)=CC=1)(=O)=O)[C:19]1C=CC=C[CH:20]=1. Product: [CH3:7][C@@H:8]([CH2:11][CH2:12][CH2:13][C:14]([CH3:17])([OH:16])[CH3:15])/[CH:9]=[CH:20]\[CH2:19][CH2:18][OH:25]. The catalyst class is: 6. (7) Reactant: [Cl-].[Al+3].[Cl-].[Cl-].Br[C:6]12[CH2:13][CH2:12][C:9]([C:14]([O:16][CH3:17])=[O:15])([CH2:10][CH2:11]1)[CH2:8][CH2:7]2. Product: [C:6]1([C:6]23[CH2:13][CH2:12][C:9]([C:14]([O:16][CH3:17])=[O:15])([CH2:10][CH2:11]2)[CH2:8][CH2:7]3)[CH:11]=[CH:10][CH:9]=[CH:8][CH:7]=1. The catalyst class is: 48. (8) Reactant: [OH:1][C:2]1[CH:6]=[C:5]([N:7]2[C:15]3[CH:14]=[C:13]([C:16](=[O:26])[NH:17][CH2:18][CH2:19][N:20]4[CH2:25][CH2:24][O:23][CH2:22][CH2:21]4)[N:12]=[CH:11][C:10]=3[N:9]=[CH:8]2)[S:4][C:3]=1[C:27]([O:29][CH3:30])=[O:28].C([O-])([O-])=O.[K+].[K+].Br[CH2:38][C:39]1[CH:44]=[CH:43][CH:42]=[CH:41][C:40]=1[C:45]([F:48])([F:47])[F:46]. Product: [N:20]1([CH2:19][CH2:18][NH:17][C:16]([C:13]2[N:12]=[CH:11][C:10]3[N:9]=[CH:8][N:7]([C:5]4[S:4][C:3]([C:27]([O:29][CH3:30])=[O:28])=[C:2]([O:1][CH2:38][C:39]5[CH:44]=[CH:43][CH:42]=[CH:41][C:40]=5[C:45]([F:46])([F:47])[F:48])[CH:6]=4)[C:15]=3[CH:14]=2)=[O:26])[CH2:21][CH2:22][O:23][CH2:24][CH2:25]1. The catalyst class is: 9. (9) Reactant: C(=O)([O-])[O-].[Na+].[Na+].[CH:7]1[C:19]2[CH:18]([CH2:20][O:21][C:22](Cl)=[O:23])[C:17]3[C:12](=[CH:13][CH:14]=[CH:15][CH:16]=3)[C:11]=2[CH:10]=[CH:9][CH:8]=1.[Cl:25][C@@H:26]1[CH2:30][NH:29][C@@H:28]2[C@@H:31]([OH:34])[CH2:32][O:33][C@H:27]12. Product: [Cl:25][C@@H:26]1[CH2:30][N:29]([C:22]([O:21][CH2:20][CH:18]2[C:19]3[CH:7]=[CH:8][CH:9]=[CH:10][C:11]=3[C:16]3[C:17]2=[CH:12][CH:13]=[CH:14][CH:15]=3)=[O:23])[C@@H:28]2[C@@H:31]([OH:34])[CH2:32][O:33][C@H:27]12. The catalyst class is: 127. (10) Reactant: [CH2:1]([C:3]1[S:12][C:11]2[NH:10][C:9]3[CH:13]=[CH:14][CH:15]=[CH:16][C:8]=3[NH:7][C:6](=S)[C:5]=2[N:4]=1)[CH3:2].FC(F)(F)S(OC)(=O)=O.[CH3:27][O:28][C:29]1[CH:30]=[C:31]([C@H:35]2[CH2:40][NH:39][CH2:38][CH2:37][NH:36]2)[CH:32]=[CH:33][CH:34]=1.N1C=CC=[CH:43][CH:42]=1. Product: [CH2:1]([C:3]1[S:12][C:11]2[NH:10][C:9]3[CH:13]=[CH:14][CH:15]=[CH:16][C:8]=3[N:7]=[C:6]([N:39]3[CH2:38][CH2:37][NH:36][C@@H:35]([CH2:31][CH2:32][C:33]4[CH:43]=[CH:42][CH:30]=[C:29]([O:28][CH3:27])[CH:34]=4)[CH2:40]3)[C:5]=2[N:4]=1)[CH3:2]. The catalyst class is: 2.